From a dataset of Full USPTO retrosynthesis dataset with 1.9M reactions from patents (1976-2016). Predict the reactants needed to synthesize the given product. (1) The reactants are: [CH3:1][C:2]1[CH:3]=[C:4]([CH:9]=[C:10]([N+:12]([O-:14])=[O:13])[CH:11]=1)[C:5]([O:7]C)=[O:6].[OH-].[Na+]. Given the product [CH3:1][C:2]1[CH:3]=[C:4]([CH:9]=[C:10]([N+:12]([O-:14])=[O:13])[CH:11]=1)[C:5]([OH:7])=[O:6], predict the reactants needed to synthesize it. (2) The reactants are: [F:1][C:2]([F:7])([F:6])[C:3]([OH:5])=[O:4].[F:8][C:9]([F:14])([F:13])[C:10]([OH:12])=[O:11].FC(F)(F)C(O)=O.[Cl:22][C:23]1[CH:24]=[N:25][C:26]2[NH:27][C:28]3[CH:29]=[N:30][CH:31]=[C:32]([CH:54]=3)[CH2:33][CH2:34][C:35]3[CH:43]=[C:39]([NH:40][C:41]=1[N:42]=2)[CH:38]=[CH:37][C:36]=3[NH:44][C:45](=[O:53])[CH2:46][CH:47]1[CH2:52][CH2:51][NH:50][CH2:49][CH2:48]1.[CH3:55][O:56][C:57]1[CH:62]=[CH:61][C:60]([S:63](Cl)(=[O:65])=[O:64])=[CH:59][CH:58]=1. Given the product [F:1][C:2]([F:7])([F:6])[C:3]([OH:5])=[O:4].[F:8][C:9]([F:14])([F:13])[C:10]([OH:12])=[O:11].[Cl:22][C:23]1[CH:24]=[N:25][C:26]2[NH:27][C:28]3[CH:29]=[N:30][CH:31]=[C:32]([CH:54]=3)[CH2:33][CH2:34][C:35]3[CH:43]=[C:39]([NH:40][C:41]=1[N:42]=2)[CH:38]=[CH:37][C:36]=3[NH:44][C:45](=[O:53])[CH2:46][CH:47]1[CH2:52][CH2:51][N:50]([S:63]([C:60]2[CH:59]=[CH:58][C:57]([O:56][CH3:55])=[CH:62][CH:61]=2)(=[O:65])=[O:64])[CH2:49][CH2:48]1, predict the reactants needed to synthesize it. (3) The reactants are: C[O:2][C:3]([C:5]1[CH:6]=[N:7][N:8]([C:11]([CH3:14])([CH3:13])[CH3:12])[C:9]=1[CH3:10])=[O:4].[OH-].[Na+]. Given the product [C:11]([N:8]1[C:9]([CH3:10])=[C:5]([C:3]([OH:4])=[O:2])[CH:6]=[N:7]1)([CH3:14])([CH3:12])[CH3:13], predict the reactants needed to synthesize it. (4) Given the product [Br:1][C:2]1[CH:7]=[C:6]([F:8])[CH:5]=[CH:4][C:3]=1[C@@H:9]1[N:10]=[C:11]([C:22]2[S:23][CH:24]=[CH:25][N:26]=2)[NH:12][C:13]([CH2:20][N:27]2[CH2:32][CH2:31][O:30][CH2:29][C@H:28]2[C:33]([OH:35])=[O:34])=[C:14]1[C:15]([O:17][CH2:18][CH3:19])=[O:16], predict the reactants needed to synthesize it. The reactants are: [Br:1][C:2]1[CH:7]=[C:6]([F:8])[CH:5]=[CH:4][C:3]=1[C@H:9]1[C:14]([C:15]([O:17][CH2:18][CH3:19])=[O:16])=[C:13]([CH2:20]Br)[NH:12][C:11]([C:22]2[S:23][CH:24]=[CH:25][N:26]=2)=[N:10]1.[NH:27]1[CH2:32][CH2:31][O:30][CH2:29][C@H:28]1[C:33]([OH:35])=[O:34].C(=O)([O-])[O-].[K+].[K+]. (5) Given the product [Cl:31][C:4]1[CH:3]=[C:2]([N:38]2[CH2:43][CH2:42][CH2:41][CH2:40][CH2:39]2)[CH:30]=[CH:29][C:5]=1[C:6]([N:8]1[C:14]2[CH:15]=[CH:16][CH:17]=[CH:18][C:13]=2[CH2:12][N:11]([C:19]([NH:21][CH2:22][C:23]([O:25][CH2:26][CH3:27])=[O:24])=[O:20])[C@H:10]([CH3:28])[CH2:9]1)=[O:7], predict the reactants needed to synthesize it. The reactants are: Br[C:2]1[CH:30]=[CH:29][C:5]([C:6]([N:8]2[C:14]3[CH:15]=[CH:16][CH:17]=[CH:18][C:13]=3[CH2:12][N:11]([C:19]([NH:21][CH2:22][C:23]([O:25][CH2:26][CH3:27])=[O:24])=[O:20])[C@H:10]([CH3:28])[CH2:9]2)=[O:7])=[C:4]([Cl:31])[CH:3]=1.C(=O)([O-])[O-].[Cs+].[Cs+].[NH:38]1[CH2:43][CH2:42][CH2:41][CH2:40][CH2:39]1. (6) The reactants are: [CH3:1][C:2]([N:4]([CH3:6])C)=O.[Li+].[Cl-].C([N:11]([CH2:14][CH3:15])CC)C.[CH3:16][C:17](N(C)C)=O.C(Cl)(=[O:38])CCCCCCCCCCCCCCC.[CH3:40][OH:41]. Given the product [NH2:11][C@H:14]([C:40]([OH:38])=[O:41])[CH2:15][C:1]1[CH:2]=[N:4][CH:6]=[CH:17][CH:16]=1, predict the reactants needed to synthesize it. (7) Given the product [C:5]([C:4]1[C:3]([CH3:10])=[C:2]([NH:1][CH:13]([C:15]2[CH:16]=[C:17]([C:32]([N:34]([CH3:36])[CH3:35])=[O:33])[CH:18]=[C:19]3[C:24]=2[O:23][C:22]([N:25]2[CH2:30][CH2:29][O:28][CH2:27][CH2:26]2)=[CH:21][C:20]3=[O:31])[CH3:14])[CH:9]=[CH:8][CH:7]=1)#[N:6], predict the reactants needed to synthesize it. The reactants are: [NH2:1][C:2]1[C:3]([CH3:10])=[C:4]([CH:7]=[CH:8][CH:9]=1)[C:5]#[N:6].Br.Br[CH:13]([C:15]1[CH:16]=[C:17]([C:32]([N:34]([CH3:36])[CH3:35])=[O:33])[CH:18]=[C:19]2[C:24]=1[O:23][C:22]([N:25]1[CH2:30][CH2:29][O:28][CH2:27][CH2:26]1)=[CH:21][C:20]2=[O:31])[CH3:14]. (8) Given the product [CH:6]([C:7]1[C:8]([C:9]2[CH:10]=[CH:11][C:12]([C:13]#[N:14])=[CH:15][CH:16]=2)=[N:1][NH:2][N:3]=1)=[O:5], predict the reactants needed to synthesize it. The reactants are: [N-:1]=[N+:2]=[N-:3].[Na+].[O:5]=[CH:6][C:7]#[C:8][C:9]1[CH:16]=[CH:15][C:12]([C:13]#[N:14])=[CH:11][CH:10]=1.OP([O-])(O)=O.[K+]. (9) Given the product [C:4]1([CH2:9][C:10]2[O:12][N:73]=[C:55]([CH2:56][C:57]([NH:59][C:60]3[CH:72]=[CH:71][CH:70]=[CH:69][C:61]=3[C:62]([OH:64])=[O:63])=[O:58])[N:54]=2)[CH:3]=[CH:8][CH:7]=[CH:6][CH:5]=1, predict the reactants needed to synthesize it. The reactants are: CO[C:3]1[CH:8]=[CH:7][CH:6]=[CH:5][C:4]=1[CH2:9][C:10]([OH:12])=O.C(N(C(C)C)C(C)C)C.F[B-](F)(F)F.N1(C(N(C)C)=[N+](C)C)C2C=CC=CC=2N=N1.N1(O)C2C=CC=CC=2N=N1.O[NH:54]/[C:55](=[N:73]\[H])/[CH2:56][C:57]([NH:59][C:60]1[CH:72]=[CH:71][CH:70]=[CH:69][C:61]=1[C:62]([O:64]C(C)(C)C)=[O:63])=[O:58]. (10) Given the product [F:3][C:4]1[CH:12]=[C:11]2[C:7]([CH:8]=[N:9][N:10]2[CH3:13])=[CH:6][C:5]=1[CH2:14][C:15]1[N:19]2[N:20]=[C:21]([C:24]3[CH:25]=[N:26][N:27]([CH:29]4[CH2:34][CH2:33][N:32]([CH3:38])[CH2:31][CH2:30]4)[CH:28]=3)[CH:22]=[CH:23][C:18]2=[N:17][CH:16]=1, predict the reactants needed to synthesize it. The reactants are: CO.[F:3][C:4]1[CH:12]=[C:11]2[C:7]([CH:8]=[N:9][N:10]2[CH3:13])=[CH:6][C:5]=1[CH2:14][C:15]1[N:19]2[N:20]=[C:21]([C:24]3[CH:25]=[N:26][N:27]([CH:29]4[CH2:34][CH2:33][NH:32][CH2:31][CH2:30]4)[CH:28]=3)[CH:22]=[CH:23][C:18]2=[N:17][CH:16]=1.C=O.[BH3-][C:38]#N.[Na+].